This data is from NCI-60 drug combinations with 297,098 pairs across 59 cell lines. The task is: Regression. Given two drug SMILES strings and cell line genomic features, predict the synergy score measuring deviation from expected non-interaction effect. (1) Drug 1: CCC1=CC2CC(C3=C(CN(C2)C1)C4=CC=CC=C4N3)(C5=C(C=C6C(=C5)C78CCN9C7C(C=CC9)(C(C(C8N6C)(C(=O)OC)O)OC(=O)C)CC)OC)C(=O)OC.C(C(C(=O)O)O)(C(=O)O)O. Drug 2: CCC1=C2CN3C(=CC4=C(C3=O)COC(=O)C4(CC)O)C2=NC5=C1C=C(C=C5)O. Cell line: HS 578T. Synergy scores: CSS=43.3, Synergy_ZIP=-8.99, Synergy_Bliss=-8.61, Synergy_Loewe=-10.2, Synergy_HSA=-6.97. (2) Drug 1: C1=CC(=CC=C1C#N)C(C2=CC=C(C=C2)C#N)N3C=NC=N3. Drug 2: CCCCCOC(=O)NC1=NC(=O)N(C=C1F)C2C(C(C(O2)C)O)O. Cell line: NCI-H226. Synergy scores: CSS=-1.39, Synergy_ZIP=0.742, Synergy_Bliss=-0.210, Synergy_Loewe=-5.82, Synergy_HSA=-5.74. (3) Drug 1: CC1OCC2C(O1)C(C(C(O2)OC3C4COC(=O)C4C(C5=CC6=C(C=C35)OCO6)C7=CC(=C(C(=C7)OC)O)OC)O)O. Drug 2: C1=CN(C(=O)N=C1N)C2C(C(C(O2)CO)O)O.Cl. Cell line: HS 578T. Synergy scores: CSS=35.9, Synergy_ZIP=4.79, Synergy_Bliss=4.14, Synergy_Loewe=6.58, Synergy_HSA=9.31. (4) Drug 1: CC12CCC3C(C1CCC2=O)CC(=C)C4=CC(=O)C=CC34C. Drug 2: CC(C1=C(C=CC(=C1Cl)F)Cl)OC2=C(N=CC(=C2)C3=CN(N=C3)C4CCNCC4)N. Cell line: SN12C. Synergy scores: CSS=41.3, Synergy_ZIP=2.64, Synergy_Bliss=-7.69, Synergy_Loewe=-7.14, Synergy_HSA=-5.68. (5) Drug 1: C1CCC(C1)C(CC#N)N2C=C(C=N2)C3=C4C=CNC4=NC=N3. Cell line: CCRF-CEM. Synergy scores: CSS=30.9, Synergy_ZIP=-7.45, Synergy_Bliss=2.84, Synergy_Loewe=-39.3, Synergy_HSA=1.58. Drug 2: C1CCC(C(C1)N)N.C(=O)(C(=O)[O-])[O-].[Pt+4]. (6) Drug 1: C1=C(C(=O)NC(=O)N1)N(CCCl)CCCl. Drug 2: C1C(C(OC1N2C=NC(=NC2=O)N)CO)O. Cell line: COLO 205. Synergy scores: CSS=52.0, Synergy_ZIP=6.59, Synergy_Bliss=6.70, Synergy_Loewe=9.90, Synergy_HSA=12.2.